From a dataset of Full USPTO retrosynthesis dataset with 1.9M reactions from patents (1976-2016). Predict the reactants needed to synthesize the given product. (1) Given the product [O:32]1[C:37]2[CH:38]=[CH:39][C:40]([S:42]([N:5]3[C:6]([C:7]4[CH:12]=[CH:11][CH:10]=[CH:9][CH:8]=4)=[C:2]([CH3:1])[C:3]([CH:13]=[O:14])=[CH:4]3)(=[O:44])=[O:43])=[CH:41][C:36]=2[O:35][CH2:34][CH2:33]1, predict the reactants needed to synthesize it. The reactants are: [CH3:1][C:2]1[C:3]([CH:13]=[O:14])=[CH:4][NH:5][C:6]=1[C:7]1[CH:12]=[CH:11][CH:10]=[CH:9][CH:8]=1.[H-].[Na+].C1OCCOCCOCCOCCOC1.[O:32]1[C:37]2[CH:38]=[CH:39][C:40]([S:42](Cl)(=[O:44])=[O:43])=[CH:41][C:36]=2[O:35][CH2:34][CH2:33]1. (2) Given the product [CH3:1][O:2][C:3]([C:5]1[S:6][C:7]([C:11]2[CH:16]=[CH:15][CH:14]=[C:13]([Cl:17])[CH:12]=2)=[CH:8][C:9]=1[NH:10][C:19]([O:21][CH2:22][CH:23]=[CH2:24])=[O:20])=[O:4], predict the reactants needed to synthesize it. The reactants are: [CH3:1][O:2][C:3]([C:5]1[S:6][C:7]([C:11]2[CH:16]=[CH:15][CH:14]=[C:13]([Cl:17])[CH:12]=2)=[CH:8][C:9]=1[NH2:10])=[O:4].Cl[C:19]([O:21][CH2:22][CH:23]=[CH2:24])=[O:20]. (3) Given the product [NH:9]([C@@H:10]1[CH2:11][CH2:12][C@H:13]([C:16]([O:18][CH2:19][CH3:20])=[O:17])[CH2:14][CH2:15]1)[NH2:8], predict the reactants needed to synthesize it. The reactants are: C(OC([NH:8][NH:9][C@@H:10]1[CH2:15][CH2:14][C@H:13]([C:16]([O:18][CH2:19][CH3:20])=[O:17])[CH2:12][CH2:11]1)=O)(C)(C)C.Cl.C(OCC)C. (4) Given the product [CH2:1]([N:8]1[CH2:9][C:10]2[NH:16][C:19]3[CH2:20][CH2:21][CH2:22][S:17](=[O:25])(=[O:24])[C:18]=3[CH:30]([C:29]3[CH:32]=[CH:33][C:34]([F:35])=[C:27]([Br:26])[CH:28]=3)[C:11]=2[C:12](=[O:14])[CH2:13]1)[C:2]1[CH:3]=[CH:4][CH:5]=[CH:6][CH:7]=1, predict the reactants needed to synthesize it. The reactants are: [CH2:1]([N:8]1[CH2:13][C:12](=[O:14])[CH2:11][C:10](=O)[CH2:9]1)[C:2]1[CH:7]=[CH:6][CH:5]=[CH:4][CH:3]=1.[NH3:16].[S:17]1(=[O:25])(=[O:24])[CH2:22][CH2:21][CH2:20][C:19](=O)[CH2:18]1.[Br:26][C:27]1[CH:28]=[C:29]([CH:32]=[CH:33][C:34]=1[F:35])[CH:30]=O. (5) Given the product [NH2:41][C:30]1[N:29]=[C:28]([C:33]2[CH:38]=[CH:37][CH:36]=[CH:35][CH:34]=2)[N:27]=[C:26]([N:19]2[C:20]3[C:15](=[CH:14][C:13]([C:11]([NH:10][CH2:9][C:4]4[CH:5]=[CH:6][CH:7]=[CH:8][C:3]=4[C:2]([F:1])([F:23])[F:24])=[O:12])=[CH:22][CH:21]=3)[CH2:16][CH2:17][CH2:18]2)[N:31]=1, predict the reactants needed to synthesize it. The reactants are: [F:1][C:2]([F:24])([F:23])[C:3]1[CH:8]=[CH:7][CH:6]=[CH:5][C:4]=1[CH2:9][NH:10][C:11]([C:13]1[CH:14]=[C:15]2[C:20](=[CH:21][CH:22]=1)[NH:19][CH2:18][CH2:17][CH2:16]2)=[O:12].Cl[C:26]1[N:31]=[C:30](Cl)[N:29]=[C:28]([C:33]2[CH:38]=[CH:37][CH:36]=[CH:35][CH:34]=2)[N:27]=1.CC#[N:41].